Dataset: Reaction yield outcomes from USPTO patents with 853,638 reactions. Task: Predict the reaction yield, written as a fraction of the theoretical maximum amount of product (1.0 means a 100% yield; for example, 0.34 means a 34% yield). (1) The reactants are [C:1]([C:3]1[C:23]([N+:24]([O-:26])=[O:25])=[CH:22][CH:21]=[CH:20][C:4]=1[O:5][CH2:6][CH:7]1[CH2:12][CH2:11][CH2:10][CH2:9][N:8]1C(OC(C)(C)C)=O)#[N:2].[ClH:27]. The catalyst is CCO. The product is [ClH:27].[N+:24]([C:23]1[CH:22]=[CH:21][CH:20]=[C:4]([O:5][CH2:6][CH:7]2[CH2:12][CH2:11][CH2:10][CH2:9][NH:8]2)[C:3]=1[C:1]#[N:2])([O-:26])=[O:25]. The yield is 1.16. (2) The reactants are [Cl-].[Li+].BrC(Br)C.Cl[Si](C)(C)C.[C:12]([N:19]1[CH2:22][CH:21](I)[CH2:20]1)([O:14][C:15]([CH3:18])([CH3:17])[CH3:16])=[O:13].[CH2:24]([C:26]1[CH:42]=[CH:41][C:29]([CH2:30][O:31][C:32]2[CH:37]=[CH:36][C:35](I)=[CH:34][C:33]=2[O:39][CH3:40])=[CH:28][CH:27]=1)[CH3:25].[NH4+].[Cl-]. The catalyst is O1CCCC1.C1(C=CC=CC=1)[P](C1C=CC=CC=1)(C1C=CC=CC=1)[Pd][P](C1C=CC=CC=1)(C1C=CC=CC=1)C1C=CC=CC=1.[Zn]. The product is [CH2:24]([C:26]1[CH:42]=[CH:41][C:29]([CH2:30][O:31][C:32]2[CH:37]=[CH:36][C:35]([CH:21]3[CH2:22][N:19]([C:12]([O:14][C:15]([CH3:18])([CH3:17])[CH3:16])=[O:13])[CH2:20]3)=[CH:34][C:33]=2[O:39][CH3:40])=[CH:28][CH:27]=1)[CH3:25]. The yield is 0.520.